This data is from Catalyst prediction with 721,799 reactions and 888 catalyst types from USPTO. The task is: Predict which catalyst facilitates the given reaction. (1) Reactant: CN(C)CCCN=C=[N:8][CH2:9][CH3:10].ON1[C:17]2[CH:18]=C[CH:20]=[CH:21][C:16]=2N=N1.C(N([CH2:27][CH3:28])CC)C.[OH2:29].[CH3:30][N:31]([CH3:34])[CH:32]=[O:33]. Product: [CH3:20][C:21]1[CH:16]=[CH:17][CH:18]=[C:27]([CH3:28])[C:30]=1[N:31]1[C:34](=[O:29])[CH2:10][CH2:9][NH:8][C:32]1=[O:33]. The catalyst class is: 13. (2) Reactant: [OH:1][C@H:2]1[CH2:6][CH2:5][N:4]([C:7]2[S:8][C:9]3[CH:15]=[C:14]([C:16]4[CH:23]=[CH:22][C:19]([C:20]#[N:21])=[CH:18][CH:17]=4)[CH:13]=[CH:12][C:10]=3[N:11]=2)[CH2:3]1.[CH3:24][S:25](Cl)(=[O:27])=[O:26]. Product: [CH3:24][S:25]([O:1][C@H:2]1[CH2:6][CH2:5][N:4]([C:7]2[S:8][C:9]3[CH:15]=[C:14]([C:16]4[CH:23]=[CH:22][C:19]([C:20]#[N:21])=[CH:18][CH:17]=4)[CH:13]=[CH:12][C:10]=3[N:11]=2)[CH2:3]1)(=[O:27])=[O:26]. The catalyst class is: 17. (3) Reactant: [C:1]([O:5][C:6]([N:8]1[CH2:13][CH2:12][CH:11]([OH:14])[CH2:10][CH2:9]1)=[O:7])([CH3:4])([CH3:3])[CH3:2].[F:15][C:16]1[CH:17]=[C:18](O)[CH:19]=[CH:20][CH:21]=1.C1(P(C2C=CC=CC=2)C2C=CC=CC=2)C=CC=CC=1. Product: [C:1]([O:5][C:6]([N:8]1[CH2:13][CH2:12][CH:11]([O:14][C:20]2[CH:19]=[CH:18][CH:17]=[C:16]([F:15])[CH:21]=2)[CH2:10][CH2:9]1)=[O:7])([CH3:4])([CH3:2])[CH3:3]. The catalyst class is: 7. (4) Reactant: [O:1]=[C:2]([N:22]1[CH2:26][CH2:25][CH2:24][CH2:23]1)/[CH:3]=[CH:4]/[C:5]1[CH:6]=[C:7]2[C:12](=[CH:13][CH:14]=1)[CH2:11][N:10](C(OC(C)(C)C)=O)[CH2:9][CH2:8]2.[C:27]([OH:33])([C:29]([F:32])([F:31])[F:30])=[O:28]. Product: [F:30][C:29]([F:32])([F:31])[C:27]([OH:33])=[O:28].[N:22]1([C:2](=[O:1])/[CH:3]=[CH:4]/[C:5]2[CH:6]=[C:7]3[C:12](=[CH:13][CH:14]=2)[CH2:11][NH:10][CH2:9][CH2:8]3)[CH2:26][CH2:25][CH2:24][CH2:23]1. The catalyst class is: 2. (5) Reactant: [Cl:1][C:2]1[CH:7]=[CH:6][C:5]([C:8]2[C:14]3[CH:15]=[C:16]([O:19][CH3:20])[CH:17]=[CH:18][C:13]=3[N:12]3[C:21]([CH3:24])=[N:22][N:23]=[C:11]3[C@H:10]([CH2:25][C:26]([OH:28])=O)[N:9]=2)=[CH:4][CH:3]=1.CCN=C=N[CH2:34][CH2:35][CH2:36]N(C)C.C1C=C[C:43]2[N:48](O)N=[N:46][C:44]=2C=1.[C:50](=[O:60])([O:52]CC(C(C)(C)C)N)N.[CH2:61](Cl)Cl. Product: [C:35]([O:60][C:50](=[O:52])[NH:46][CH2:44][CH2:43][NH:48][C:26](=[O:28])[CH2:25][C@@H:10]1[N:9]=[C:8]([C:5]2[CH:4]=[CH:3][C:2]([Cl:1])=[CH:7][CH:6]=2)[C:14]2[CH:15]=[C:16]([O:19][CH3:20])[CH:17]=[CH:18][C:13]=2[N:12]2[C:21]([CH3:24])=[N:22][N:23]=[C:11]12)([CH3:36])([CH3:61])[CH3:34]. The catalyst class is: 142. (6) Product: [Cl:54][CH2:53][C@@H:52]([OH:55])[CH2:51][NH:50][C:16]([C:15]1[CH:14]=[N:13][N:10]2[CH:11]=[CH:12][C:7]([N:5]3[CH2:6][C:2]([F:1])([F:27])[CH2:3][CH:4]3[C:19]3[CH:24]=[C:23]([F:25])[CH:22]=[CH:21][C:20]=3[OH:26])=[N:8][C:9]=12)=[O:17]. The catalyst class is: 31. Reactant: [F:1][C:2]1([F:27])[CH2:6][N:5]([C:7]2[CH:12]=[CH:11][N:10]3[N:13]=[CH:14][C:15]([C:16](O)=[O:17])=[C:9]3[N:8]=2)[CH:4]([C:19]2[CH:24]=[C:23]([F:25])[CH:22]=[CH:21][C:20]=2[OH:26])[CH2:3]1.C1C=CC2N(O)N=NC=2C=1.CCN=C=NCCCN(C)C.Cl.[NH2:50][CH2:51][C@H:52]([OH:55])[CH2:53][Cl:54].CCN(C(C)C)C(C)C.